Dataset: Forward reaction prediction with 1.9M reactions from USPTO patents (1976-2016). Task: Predict the product of the given reaction. (1) Given the reactants [CH3:1][C:2]1[O:10][C:9]2[C:4](=[N:5][CH:6]=[CH:7][CH:8]=2)[C:3]=1[OH:11].[F:12][C:13]([F:26])([F:25])[S:14](O[S:14]([C:13]([F:26])([F:25])[F:12])(=[O:16])=[O:15])(=[O:16])=[O:15], predict the reaction product. The product is: [F:12][C:13]([F:26])([F:25])[S:14]([O:11][C:3]1[C:4]2=[N:5][CH:6]=[CH:7][CH:8]=[C:9]2[O:10][C:2]=1[CH3:1])(=[O:16])=[O:15]. (2) The product is: [N+:19]([C:18]1[CH:17]=[CH:16][S:15][C:14]=1[N:9]1[CH2:10][CH2:11][O:7][C:8]1=[O:12])([O-:21])=[O:20]. Given the reactants CC(C)([O-])C.[K+].[O:7]1[CH2:11][CH2:10][NH:9][C:8]1=[O:12].Cl[C:14]1[S:15][CH:16]=[CH:17][C:18]=1[N+:19]([O-:21])=[O:20], predict the reaction product. (3) Given the reactants [OH:1][C:2]1[CH:15]=[CH:14][C:5]2[C:6]([CH2:9][C:10]([O:12][CH3:13])=[O:11])=[CH:7][O:8][C:4]=2[CH:3]=1, predict the reaction product. The product is: [OH:1][C:2]1[CH:15]=[CH:14][C:5]2[CH:6]([CH2:9][C:10]([O:12][CH3:13])=[O:11])[CH2:7][O:8][C:4]=2[CH:3]=1. (4) Given the reactants [ClH:1].Cl.[F:3][C:4]([F:41])([F:40])[C:5]1[CH:6]=[C:7]([CH:33]=[C:34]([C:36]([F:39])([F:38])[F:37])[CH:35]=1)[CH2:8][N:9]([CH3:32])[C:10]([C@@H:12]1[CH2:17][CH2:16][N:15]([CH:18]2[CH2:23][CH2:22][NH:21][CH2:20][CH2:19]2)[CH2:14][C@H:13]1[C:24]1[CH:29]=[CH:28][C:27]([F:30])=[CH:26][C:25]=1[CH3:31])=[O:11].[C:42](O)(=[O:45])[CH2:43][OH:44].Cl.C(OCC)(=O)C, predict the reaction product. The product is: [ClH:1].[F:41][C:4]([F:40])([F:3])[C:5]1[CH:6]=[C:7]([CH:33]=[C:34]([C:36]([F:38])([F:39])[F:37])[CH:35]=1)[CH2:8][N:9]([CH3:32])[C:10]([C@@H:12]1[CH2:17][CH2:16][N:15]([CH:18]2[CH2:19][CH2:20][N:21]([C:43](=[O:44])[CH2:42][OH:45])[CH2:22][CH2:23]2)[CH2:14][C@H:13]1[C:24]1[CH:29]=[CH:28][C:27]([F:30])=[CH:26][C:25]=1[CH3:31])=[O:11]. (5) Given the reactants FC(F)(F)S(O[C:7]1[CH:16]=[CH:15][CH:14]=[C:13]2[C:8]=1[CH:9]=[CH:10][C:11]([CH3:18])([CH3:17])[O:12]2)(=O)=O.[CH3:21][N:22]1C(=O)CCC1.O, predict the reaction product. The product is: [CH3:17][C:11]1([CH3:18])[CH:10]=[CH:9][C:8]2[C:7]([C:21]#[N:22])=[CH:16][CH:15]=[CH:14][C:13]=2[O:12]1. (6) Given the reactants [CH3:1][C:2]1[CH:3]=[CH:4][C:5]([NH:8][CH:9]2[CH2:14][CH2:13][NH:12][CH2:11][CH2:10]2)=[N:6][CH:7]=1.C(=O)([O-])O.[Na+].BrC1C=CC(S(O[CH2:31][CH2:32][CH:33]([CH:35]2[CH2:40][CH2:39][CH2:38][CH2:37][CH2:36]2)[OH:34])(=O)=O)=CC=1, predict the reaction product. The product is: [CH:35]1([CH:33]([OH:34])[CH2:32][CH2:31][N:12]2[CH2:13][CH2:14][CH:9]([NH:8][C:5]3[CH:4]=[CH:3][C:2]([CH3:1])=[CH:7][N:6]=3)[CH2:10][CH2:11]2)[CH2:40][CH2:39][CH2:38][CH2:37][CH2:36]1.